Dataset: Full USPTO retrosynthesis dataset with 1.9M reactions from patents (1976-2016). Task: Predict the reactants needed to synthesize the given product. (1) Given the product [F:8][C:9]1[CH:10]=[C:11]([NH:20][C:21]([C@@H:23]2[N:32]([C:33]([C@@H:35]3[CH2:38][C@H:37]([CH2:39][C:40]([O:42][CH3:3])=[O:41])[CH2:36]3)=[O:34])[CH2:31][CH2:30][C:29]3[N:28]=[C:27]([O:43][CH3:44])[CH:26]=[CH:25][C:24]2=3)=[O:22])[CH:12]=[C:13]2[C:17]=1[C:16]([CH3:19])([CH3:18])[CH2:15][CH2:14]2, predict the reactants needed to synthesize it. The reactants are: [N+](=[CH:3][Si](C)(C)C)=[N-].[F:8][C:9]1[CH:10]=[C:11]([NH:20][C:21]([C@@H:23]2[N:32]([C:33]([C@@H:35]3[CH2:38][C@H:37]([CH2:39][C:40]([OH:42])=[O:41])[CH2:36]3)=[O:34])[CH2:31][CH2:30][C:29]3[N:28]=[C:27]([O:43][CH3:44])[CH:26]=[CH:25][C:24]2=3)=[O:22])[CH:12]=[C:13]2[C:17]=1[C:16]([CH3:19])([CH3:18])[CH2:15][CH2:14]2.O.C(OCC)(=O)C. (2) Given the product [F:8][C:4]1[CH:5]=[CH:6][CH:7]=[C:2]([F:1])[C:3]=1[CH:9]1[CH2:10][O:11][C:12]2[CH:18]=[C:17]([C:34]3[N:35]=[C:36]([C:41]4[CH:46]=[N:45][CH:44]=[CH:43][N:42]=4)[S:37][C:38]=3[CH2:39][CH3:40])[CH:16]=[CH:15][C:13]=2[NH:14]1, predict the reactants needed to synthesize it. The reactants are: [F:1][C:2]1[CH:7]=[CH:6][CH:5]=[C:4]([F:8])[C:3]=1[CH:9]1[NH:14][C:13]2[CH:15]=[CH:16][C:17](B3OC(C)(C)C(C)(C)O3)=[CH:18][C:12]=2[O:11][CH2:10]1.FC(F)(F)S(O[C:34]1[N:35]=[C:36]([C:41]2[CH:46]=[N:45][CH:44]=[CH:43][N:42]=2)[S:37][C:38]=1[CH2:39][CH3:40])(=O)=O. (3) Given the product [Cl:14][C:15]1[CH:16]=[C:17]([N+:22]([O-:24])=[O:23])[CH:18]=[CH:19][C:20]=1[O:12][CH2:11][CH2:10][O:9][CH3:8], predict the reactants needed to synthesize it. The reactants are: ClC1C=C(C=C[C:8]=1[O:9][CH2:10][CH2:11][O:12]C)N.[Cl:14][C:15]1[CH:16]=[C:17]([N+:22]([O-:24])=[O:23])[CH:18]=[CH:19][C:20]=1F. (4) Given the product [CH3:22][O:23][C:24](=[O:37])[CH2:25][CH2:26][C:27]1[CH:32]=[C:31]([CH3:33])[C:30]([C:34]2[NH:1][C:2]3[CH:3]=[C:4]([C:5](=[O:6])[NH:7][C:8]4[C:17]5[C:12](=[CH:13][CH:14]=[CH:15][CH:16]=5)[CH:11]=[CH:10][N:9]=4)[CH:18]=[CH:19][C:20]=3[N:21]=2)=[C:29]([CH3:36])[CH:28]=1, predict the reactants needed to synthesize it. The reactants are: [NH2:1][C:2]1[CH:3]=[C:4]([CH:18]=[CH:19][C:20]=1[NH2:21])[C:5]([NH:7][C:8]1[C:17]2[C:12](=[CH:13][CH:14]=[CH:15][CH:16]=2)[CH:11]=[CH:10][N:9]=1)=[O:6].[CH3:22][O:23][C:24](=[O:37])[CH2:25][CH2:26][C:27]1[CH:32]=[C:31]([CH3:33])[C:30]([CH:34]=O)=[C:29]([CH3:36])[CH:28]=1.OOS([O-])=O.[K+].O. (5) Given the product [NH2:1][CH2:2][C@H:3]([NH:7][C:8]([O:10][CH2:11][C:12]1[CH:17]=[CH:16][CH:15]=[CH:14][CH:13]=1)=[O:9])[C:4]([O:6][C:21]([CH3:23])([CH3:22])[CH3:20])=[O:5], predict the reactants needed to synthesize it. The reactants are: [NH2:1][CH2:2][C@H:3]([NH:7][C:8]([O:10][CH2:11][C:12]1[CH:17]=[CH:16][CH:15]=[CH:14][CH:13]=1)=[O:9])[C:4]([OH:6])=[O:5].N#N.[CH3:20][C:21](=[CH2:23])[CH3:22].OS(O)(=O)=O.C([O-])(O)=O.[Na+]. (6) Given the product [CH3:1][O:2][C:3]1[CH:4]=[C:5]2[C:9](=[CH:10][CH:11]=1)[N:8]([CH3:12])[CH:7]=[C:6]2[CH:13]1[CH2:14][CH2:15][N:16]([C:19]([O:21][C:22]([CH3:25])([CH3:24])[CH3:23])=[O:20])[CH2:17][CH2:18]1, predict the reactants needed to synthesize it. The reactants are: [CH3:1][O:2][C:3]1[CH:4]=[C:5]2[C:9](=[CH:10][CH:11]=1)[N:8]([CH3:12])[CH:7]=[C:6]2[C:13]1[CH2:14][CH2:15][N:16]([C:19]([O:21][C:22]([CH3:25])([CH3:24])[CH3:23])=[O:20])[CH2:17][CH:18]=1. (7) Given the product [CH3:11][C:12]1([CH3:22])[O:13][C:14](=[O:21])[NH:15][C:16]2[CH:3]=[CH:2][C:7]([C:2]3[CH:3]=[C:4]([CH2:8][C:9]#[N:10])[CH:5]=[CH:6][CH:7]=3)=[CH:6][C:17]1=2, predict the reactants needed to synthesize it. The reactants are: Br[C:2]1[CH:3]=[C:4]([CH2:8][C:9]#[N:10])[CH:5]=[CH:6][CH:7]=1.[CH3:11][C:12]1([CH3:22])[CH:17]=[C:16](B(O)O)[NH:15][C:14](=[O:21])[O:13]1.